This data is from Reaction yield outcomes from USPTO patents with 853,638 reactions. The task is: Predict the reaction yield, written as a fraction of the theoretical maximum amount of product (1.0 means a 100% yield; for example, 0.34 means a 34% yield). (1) The reactants are [Cl:1][C:2]1[N:7]=[C:6]([CH:8]=C)[C:5]([O:10][CH3:11])=[C:4]([Cl:12])[N:3]=1.ClCCl.C[OH:17]. No catalyst specified. The product is [Cl:1][C:2]1[N:7]=[C:6]([CH:8]=[O:17])[C:5]([O:10][CH3:11])=[C:4]([Cl:12])[N:3]=1. The yield is 1.00. (2) The reactants are [F:1][C:2]([F:12])([S:9]([O-:11])=[O:10])[C:3]([F:8])([F:7])[CH2:4][CH2:5][OH:6].[CH2:13]([NH+:15]([CH2:18][CH3:19])[CH2:16][CH3:17])[CH3:14].O.OO.S([O-])([O-])=[O:24].[Na+].[Na+]. The catalyst is CC(C)=O. The product is [F:12][C:2]([F:1])([S:9]([O-:24])(=[O:11])=[O:10])[C:3]([F:7])([F:8])[CH2:4][CH2:5][OH:6].[CH2:13]([NH+:15]([CH2:18][CH3:19])[CH2:16][CH3:17])[CH3:14]. The yield is 0.950.